Dataset: Forward reaction prediction with 1.9M reactions from USPTO patents (1976-2016). Task: Predict the product of the given reaction. (1) Given the reactants [NH2:1][C:2]1[N:7]=[CH:6][C:5]([C:8]2[N:15]3[C:11]([S:12][C:13]([C:16]4[CH:21]=[CH:20][C:19]([OH:22])=[C:18]([O:23][CH3:24])[CH:17]=4)=[N:14]3)=[N:10][C:9]=2[CH3:25])=[CH:4][C:3]=1[C:26]([F:29])([F:28])[F:27].Br[CH2:31][CH2:32][NH:33][C:34](=[O:40])[O:35][C:36]([CH3:39])([CH3:38])[CH3:37].C([O-])([O-])=O.[K+].[K+], predict the reaction product. The product is: [NH2:1][C:2]1[N:7]=[CH:6][C:5]([C:8]2[N:15]3[C:11]([S:12][C:13]([C:16]4[CH:21]=[CH:20][C:19]([O:22][CH2:31][CH2:32][NH:33][C:34](=[O:40])[O:35][C:36]([CH3:39])([CH3:38])[CH3:37])=[C:18]([O:23][CH3:24])[CH:17]=4)=[N:14]3)=[N:10][C:9]=2[CH3:25])=[CH:4][C:3]=1[C:26]([F:28])([F:27])[F:29]. (2) Given the reactants [ClH:1].[CH3:2][N:3]([CH3:10])[CH2:4]/[CH:5]=[CH:6]/[C:7](O)=[O:8].C(Cl)(=O)C([Cl:14])=O, predict the reaction product. The product is: [ClH:14].[CH3:2][N:3]([CH3:10])[CH2:4]/[CH:5]=[CH:6]/[C:7]([Cl:1])=[O:8]. (3) Given the reactants [F:1][CH2:2][CH2:3][N:4]1[C:13]2[C:8](=[CH:9][CH:10]=[C:11](/[CH:14]=[CH:15]/[C:16]3[S:17][CH:18]=[C:19]([CH:21]([CH3:23])[CH3:22])[N:20]=3)[CH:12]=2)[C:7](=[O:24])[C:6]([C:25]([O:27]CC)=[O:26])=[CH:5]1.[OH-].[Na+].Cl, predict the reaction product. The product is: [F:1][CH2:2][CH2:3][N:4]1[C:13]2[C:8](=[CH:9][CH:10]=[C:11](/[CH:14]=[CH:15]/[C:16]3[S:17][CH:18]=[C:19]([CH:21]([CH3:23])[CH3:22])[N:20]=3)[CH:12]=2)[C:7](=[O:24])[C:6]([C:25]([OH:27])=[O:26])=[CH:5]1.